From a dataset of Reaction yield outcomes from USPTO patents with 853,638 reactions. Predict the reaction yield, written as a fraction of the theoretical maximum amount of product (1.0 means a 100% yield; for example, 0.34 means a 34% yield). (1) The reactants are [C:1]([C@@H:3]([NH:23][C:24]([C@@H:26]1[CH2:32][N:31](C(OC(C)(C)C)=O)[CH2:30][CH2:29][CH2:28][O:27]1)=[O:25])[CH2:4][C:5]1[CH:10]=[CH:9][C:8]([C:11]2[CH:12]=[C:13]3[C:18](=[CH:19][CH:20]=2)[NH:17][CH2:16][C:15](=[O:21])[N:14]3[CH3:22])=[CH:7][CH:6]=1)#[N:2]. The catalyst is C(O)=O. The product is [C:1]([C@@H:3]([NH:23][C:24]([C@@H:26]1[CH2:32][NH:31][CH2:30][CH2:29][CH2:28][O:27]1)=[O:25])[CH2:4][C:5]1[CH:10]=[CH:9][C:8]([C:11]2[CH:12]=[C:13]3[C:18](=[CH:19][CH:20]=2)[NH:17][CH2:16][C:15](=[O:21])[N:14]3[CH3:22])=[CH:7][CH:6]=1)#[N:2]. The yield is 0.800. (2) The reactants are [CH3:1][O:2][C:3]1[CH:4]=[C:5]2[C:10](=[CH:11][C:12]=1[O:13][CH3:14])[N:9]=[CH:8][CH:7]=[C:6]2[O:15][C:16]1[CH:22]=[CH:21][C:19]([NH2:20])=[C:18]([F:23])[CH:17]=1.C(N(CC)CC)C.ClC(Cl)(O[C:35](=[O:41])OC(Cl)(Cl)Cl)Cl.[CH3:43][C:44]1[N:45]=[C:46]([CH:50]([NH2:52])[CH3:51])[S:47][C:48]=1[CH3:49]. The catalyst is C(Cl)(Cl)Cl. The product is [CH3:1][O:2][C:3]1[CH:4]=[C:5]2[C:10](=[CH:11][C:12]=1[O:13][CH3:14])[N:9]=[CH:8][CH:7]=[C:6]2[O:15][C:16]1[CH:22]=[CH:21][C:19]([NH:20][C:35]([NH:52][CH:50]([C:46]2[S:47][C:48]([CH3:49])=[C:44]([CH3:43])[N:45]=2)[CH3:51])=[O:41])=[C:18]([F:23])[CH:17]=1. The yield is 0.380. (3) The reactants are [Br:1][C:2]1[CH:9]=[CH:8][C:5]([CH2:6]Br)=[CH:4][CH:3]=1.[C:10]1([P:16]([C:23]2[CH:28]=[CH:27][CH:26]=[CH:25][CH:24]=2)[C:17]2[CH:22]=[CH:21][CH:20]=[CH:19][CH:18]=2)[CH:15]=[CH:14][CH:13]=[CH:12][CH:11]=1. The catalyst is CC(C)=O. The product is [Br-:1].[Br:1][C:2]1[CH:9]=[CH:8][C:5]([CH2:6][P+:16]([C:17]2[CH:18]=[CH:19][CH:20]=[CH:21][CH:22]=2)([C:23]2[CH:28]=[CH:27][CH:26]=[CH:25][CH:24]=2)[C:10]2[CH:11]=[CH:12][CH:13]=[CH:14][CH:15]=2)=[CH:4][CH:3]=1. The yield is 0.980.